Dataset: Catalyst prediction with 721,799 reactions and 888 catalyst types from USPTO. Task: Predict which catalyst facilitates the given reaction. (1) Reactant: [I:1][CH2:2][CH2:3][N:4]([CH2:20][CH2:21][OH:22])[C:5]1[C:6]([N+:17]([O-:19])=[O:18])=[CH:7][C:8]([N+:14]([O-:16])=[O:15])=[C:9]([CH:13]=1)[C:10]([NH2:12])=[O:11].[CH3:23][S:24](Cl)(=[O:26])=[O:25]. Product: [CH3:23][S:24]([O:22][CH2:21][CH2:20][N:4]([CH2:3][CH2:2][I:1])[C:5]1[CH:13]=[C:9]([C:10]([NH2:12])=[O:11])[C:8]([N+:14]([O-:16])=[O:15])=[CH:7][C:6]=1[N+:17]([O-:19])=[O:18])(=[O:26])=[O:25]. The catalyst class is: 20. (2) Reactant: [NH2:1][C:2]1[CH:9]=[CH:8][C:5]([C:6]#[N:7])=[CH:4][C:3]=1[CH3:10].CCN(CC)CC.[C:18](O[C:18]([C:20]([F:23])([F:22])[F:21])=[O:19])([C:20]([F:23])([F:22])[F:21])=[O:19].Cl. Product: [C:6]([C:5]1[CH:8]=[CH:9][C:2]([NH:1][C:18](=[O:19])[C:20]([F:23])([F:22])[F:21])=[C:3]([CH3:10])[CH:4]=1)#[N:7]. The catalyst class is: 2. (3) Reactant: [O:1]=[C:2]1[NH:6][N:5]=[C:4]([CH2:7][S:8]([CH2:11][C:12]2[CH:17]=[CH:16][C:15]([C:18]3[CH:23]=[CH:22][CH:21]=[C:20]([C:24]#[N:25])[CH:19]=3)=[CH:14][CH:13]=2)(=[O:10])=[O:9])[NH:3]1.N.CO. Product: [NH2:25][CH2:24][C:20]1[CH:19]=[C:18]([C:15]2[CH:16]=[CH:17][C:12]([CH2:11][S:8]([CH2:7][C:4]3[NH:3][C:2](=[O:1])[NH:6][N:5]=3)(=[O:9])=[O:10])=[CH:13][CH:14]=2)[CH:23]=[CH:22][CH:21]=1. The catalyst class is: 446. (4) Reactant: [H-].[Na+].[N+:3]([C:6]1[CH:11]=[CH:10][C:9]([NH:12][C:13](=[O:21])[CH2:14][C:15]2[CH:20]=[CH:19][CH:18]=[CH:17][N:16]=2)=[CH:8][CH:7]=1)([O-:5])=[O:4].CI.[C:24](OCC)(=O)C. Product: [N+:3]([C:6]1[CH:7]=[CH:8][C:9]([NH:12][C:13](=[O:21])[CH:14]([C:15]2[CH:20]=[CH:19][CH:18]=[CH:17][N:16]=2)[CH3:24])=[CH:10][CH:11]=1)([O-:5])=[O:4]. The catalyst class is: 9. (5) Reactant: [O:1]=[C:2]1[C:10]2[C:5](=[CH:6][CH:7]=[CH:8][CH:9]=2)[CH:4]([C:11]([OH:13])=O)[NH:3]1.[C:14]1([C:20]2([C:30]3[CH:35]=[CH:34][CH:33]=[CH:32][CH:31]=3)[CH:24]3[CH2:25][NH:26][CH2:27][CH2:28][N:23]3[C:22](=[O:29])[O:21]2)[CH:19]=[CH:18][CH:17]=[CH:16][CH:15]=1. Product: [O:1]=[C:2]1[C:10]2[C:5](=[CH:6][CH:7]=[CH:8][CH:9]=2)[CH:4]([C:11]([N:26]2[CH2:27][CH2:28][N:23]3[C:22](=[O:29])[O:21][C:20]([C:30]4[CH:31]=[CH:32][CH:33]=[CH:34][CH:35]=4)([C:14]4[CH:19]=[CH:18][CH:17]=[CH:16][CH:15]=4)[CH:24]3[CH2:25]2)=[O:13])[NH:3]1. The catalyst class is: 66. (6) Reactant: C(O[C:4](=[O:20])[C:5](=[CH:11][NH:12][C:13]1[CH:18]=[CH:17][CH:16]=[C:15]([CH3:19])[N:14]=1)[C:6]([O:8][CH2:9][CH3:10])=[O:7])C.C1(OC2C=CC=CC=2)C=CC=CC=1. Product: [CH2:9]([O:8][C:6]([C:5]1[C:4](=[O:20])[C:18]2[C:13](=[N:14][C:15]([CH3:19])=[CH:16][CH:17]=2)[NH:12][CH:11]=1)=[O:7])[CH3:10]. The catalyst class is: 195. (7) Reactant: [CH3:1]/[C:2](/[C:5]1[CH:10]=[CH:9][N:8]=[C:7]([C:11]2[N:19]([CH2:20][C:21]3[CH:26]=[CH:25][C:24]([C:27]([F:30])([F:29])[F:28])=[CH:23][CH:22]=3)[C:18]3[C:13](=[N:14][C:15]([C:38]([OH:40])=[O:39])=[N:16][C:17]=3[NH:31][C@@H:32]([CH:34]3[CH2:37][CH2:36][CH2:35]3)[CH3:33])[N:12]=2)[CH:6]=1)=[CH:3]/[CH3:4]. Product: [CH:2]([C:5]1[CH:10]=[CH:9][N:8]=[C:7]([C:11]2[N:19]([CH2:20][C:21]3[CH:26]=[CH:25][C:24]([C:27]([F:30])([F:29])[F:28])=[CH:23][CH:22]=3)[C:18]3[C:13](=[N:14][C:15]([C:38]([OH:40])=[O:39])=[N:16][C:17]=3[NH:31][C@@H:32]([CH:34]3[CH2:35][CH2:36][CH2:37]3)[CH3:33])[N:12]=2)[CH:6]=1)([CH2:3][CH3:4])[CH3:1]. The catalyst class is: 45. (8) Product: [ClH:33].[F:24][C:21]1[CH:20]=[CH:19][C:18]([C:15]2[CH:16]=[CH:17][C:12]([C@@H:10]3[CH2:9][C@H:8]3[NH:7][CH3:6])=[CH:13][CH:14]=2)=[CH:23][CH:22]=1. Reactant: C(O[C:6](=O)[NH:7][CH2:8][C@@H:9]1C[C@H:10]1[C:12]1[CH:17]=[CH:16][C:15]([C:18]2[CH:23]=[CH:22][C:21]([F:24])=[CH:20][CH:19]=2)=[CH:14][CH:13]=1)(C)(C)C.C(O)(C(F)(F)F)=O.[ClH:33].CCOCC. The catalyst class is: 2.